This data is from Peptide-MHC class I binding affinity with 185,985 pairs from IEDB/IMGT. The task is: Regression. Given a peptide amino acid sequence and an MHC pseudo amino acid sequence, predict their binding affinity value. This is MHC class I binding data. (1) The peptide sequence is AYIAFPTSCHMFI. The MHC is HLA-C06:02 with pseudo-sequence HLA-C06:02. The binding affinity (normalized) is 0.0450. (2) The peptide sequence is IPRRIRQGL. The MHC is HLA-B35:01 with pseudo-sequence HLA-B35:01. The binding affinity (normalized) is 0.0183. (3) The peptide sequence is RVHFHRFMY. The MHC is HLA-A02:01 with pseudo-sequence HLA-A02:01. The binding affinity (normalized) is 0.0847. (4) The binding affinity (normalized) is 0.794. The MHC is HLA-A02:01 with pseudo-sequence HLA-A02:01. The peptide sequence is LLAFDTQPV. (5) The peptide sequence is QPLTDAKVA. The MHC is HLA-B54:01 with pseudo-sequence HLA-B54:01. The binding affinity (normalized) is 0.416.